Dataset: Catalyst prediction with 721,799 reactions and 888 catalyst types from USPTO. Task: Predict which catalyst facilitates the given reaction. (1) Reactant: [C:1]([C:5]1[O:9][C:8]([CH2:10]Br)=[C:7]([C:12]([O:14][CH3:15])=[O:13])[CH:6]=1)([CH3:4])([CH3:3])[CH3:2].[NH:16]1[CH2:21][CH2:20][CH2:19][CH2:18][CH2:17]1. Product: [C:1]([C:5]1[O:9][C:8]([CH2:10][N:16]2[CH2:21][CH2:20][CH2:19][CH2:18][CH2:17]2)=[C:7]([C:12]([O:14][CH3:15])=[O:13])[CH:6]=1)([CH3:4])([CH3:3])[CH3:2]. The catalyst class is: 95. (2) Reactant: [CH3:1][C:2]1[O:6][C:5]([C:7]2[CH:12]=[CH:11][CH:10]=[CH:9][CH:8]=2)=[N:4][C:3]=1[CH2:13][O:14][C:15]1[CH:33]=[CH:32][CH:31]=[CH:30][C:16]=1[CH2:17][O:18][C:19]1[CH:24]=[CH:23][CH:22]=[CH:21][C:20]=1[CH2:25][C:26]([O:28]C)=[O:27].O1CCCC1.[OH-].[Na+].Cl. Product: [CH3:1][C:2]1[O:6][C:5]([C:7]2[CH:8]=[CH:9][CH:10]=[CH:11][CH:12]=2)=[N:4][C:3]=1[CH2:13][O:14][C:15]1[CH:33]=[CH:32][CH:31]=[CH:30][C:16]=1[CH2:17][O:18][C:19]1[CH:24]=[CH:23][CH:22]=[CH:21][C:20]=1[CH2:25][C:26]([OH:28])=[O:27]. The catalyst class is: 72.